This data is from Catalyst prediction with 721,799 reactions and 888 catalyst types from USPTO. The task is: Predict which catalyst facilitates the given reaction. Reactant: [Cl:1][C:2]1[N:6]([CH3:7])[N:5]=[CH:4][C:3]=1[C:8](Cl)=[O:9].[NH2:11][C:12]1[CH:13]=[C:14]([CH:27]=[CH:28][CH:29]=1)[C:15]([C:17]1[CH:25]=[C:24]2[C:20]([CH2:21][C:22](=[O:26])[NH:23]2)=[CH:19][CH:18]=1)=[O:16]. Product: [O:26]=[C:22]1[CH2:21][C:20]2[C:24](=[CH:25][C:17]([C:15]([C:14]3[CH:13]=[C:12]([NH:11][C:8]([C:3]4[CH:4]=[N:5][N:6]([CH3:7])[C:2]=4[Cl:1])=[O:9])[CH:29]=[CH:28][CH:27]=3)=[O:16])=[CH:18][CH:19]=2)[NH:23]1. The catalyst class is: 1.